Dataset: Full USPTO retrosynthesis dataset with 1.9M reactions from patents (1976-2016). Task: Predict the reactants needed to synthesize the given product. (1) Given the product [C:41]([O:15][CH:14]([C:8]1[CH:9]=[CH:10][C:11]2[N:12]=[C:13]3[S:1][CH2:2][CH2:3][CH2:4][N:5]3[C:6]=2[CH:7]=1)[C:33]1([Br:37])[C:32](=[O:38])[N:31]2[C@@H:34]1[S:35][CH:36]=[C:30]2[C:28]([O:27][CH2:26][C:25]1[CH:39]=[CH:40][C:22]([N+:19]([O-:21])=[O:20])=[CH:23][CH:24]=1)=[O:29])(=[O:43])[CH3:42], predict the reactants needed to synthesize it. The reactants are: [S:1]1[C:13]2[N:5]([C:6]3[C:11]([N:12]=2)=[CH:10][CH:9]=[C:8]([CH:14]=[O:15])[CH:7]=3)[CH2:4][CH2:3][CH2:2]1.[Br-].[Mg+2].[Br-].[N+:19]([C:22]1[CH:40]=[CH:39][C:25]([CH2:26][O:27][C:28]([C:30]2[N:31]3[CH:34]([S:35][CH:36]=2)[CH:33]([Br:37])[C:32]3=[O:38])=[O:29])=[CH:24][CH:23]=1)([O-:21])=[O:20].[C:41](OC(=O)C)(=[O:43])[CH3:42]. (2) Given the product [Cl:1][C:2]1[CH:10]=[CH:9][C:5]([C:6]2[O:7][C:14](=[O:15])[S:16][N:8]=2)=[C:4]([O:11][CH3:12])[CH:3]=1, predict the reactants needed to synthesize it. The reactants are: [Cl:1][C:2]1[CH:10]=[CH:9][C:5]([C:6]([NH2:8])=[O:7])=[C:4]([O:11][CH3:12])[CH:3]=1.Cl[C:14]([S:16]Cl)=[O:15].O. (3) Given the product [CH3:28][S:29]([CH3:31])=[O:30].[C:1]([C:3]1[C:4]([C:14]2[CH:19]=[CH:18][C:17]([C:20]3[CH:25]=[CH:24][CH:23]=[CH:22][C:21]=3[C:26]#[N:27])=[CH:16][CH:15]=2)=[C:5]([C:11]([OH:13])=[O:12])[N:6]([CH3:10])[C:7]=1[CH2:8][CH3:9])#[N:2], predict the reactants needed to synthesize it. The reactants are: [C:1]([C:3]1[C:4]([C:14]2[CH:19]=[CH:18][C:17]([C:20]3[CH:25]=[CH:24][CH:23]=[CH:22][C:21]=3[C:26]#[N:27])=[CH:16][CH:15]=2)=[C:5]([C:11]([OH:13])=[O:12])[N:6]([CH3:10])[C:7]=1[CH2:8][CH3:9])#[N:2].[CH3:28][S:29]([CH3:31])=[O:30].O.